From a dataset of Full USPTO retrosynthesis dataset with 1.9M reactions from patents (1976-2016). Predict the reactants needed to synthesize the given product. (1) Given the product [C:19]([C:18]1[CH:21]=[CH:22][C:15]([S:8]([Cl:11])(=[O:10])=[O:9])=[CH:16][C:17]=1[C:23]([F:26])([F:25])[F:24])#[N:20], predict the reactants needed to synthesize it. The reactants are: FC1C=CC([S:8]([Cl:11])(=[O:10])=[O:9])=CC=1OC.N[C:15]1[CH:22]=[CH:21][C:18]([C:19]#[N:20])=[C:17]([C:23]([F:26])([F:25])[F:24])[CH:16]=1. (2) Given the product [Br:23][C:24]1[CH:25]=[C:26]2[C:30](=[C:31]([C:33]([O:35][CH2:36][CH3:37])=[O:34])[CH:32]=1)[NH:29][CH:28]=[C:27]2[CH:8]1[CH2:7][CH2:6][S:5][CH:4]([CH:2]([CH3:3])[CH3:1])[CH2:9]1, predict the reactants needed to synthesize it. The reactants are: [CH3:1][CH:2]([CH:4]1[CH2:9][C:8](=O)[CH2:7][CH2:6][S:5]1)[CH3:3].FC(F)(F)S(O[Si](C)(C)C)(=O)=O.[Br:23][C:24]1[CH:25]=[C:26]2[C:30](=[C:31]([C:33]([O:35][CH2:36][CH3:37])=[O:34])[CH:32]=1)[NH:29][CH:28]=[CH:27]2.C([SiH](CC)CC)C. (3) Given the product [CH3:1][C:2]1([CH3:20])[O:6][C@@H:5]([C@@H:7]2[C@@H:11]3[O:12][C:13]([CH3:16])([CH3:15])[O:14][C@:10]3([CH3:17])[C:9](=[O:19])[O:8]2)[CH2:4][O:3]1, predict the reactants needed to synthesize it. The reactants are: [CH3:1][C:2]1([CH3:20])[O:6][C@@H:5]([C@@H:7]2[C@@H:11]3[O:12][C:13]([CH3:16])([CH3:15])[O:14][C@:10]3([CH2:17]I)[C:9](=[O:19])[O:8]2)[CH2:4][O:3]1.CCN(CC)CC.